This data is from Full USPTO retrosynthesis dataset with 1.9M reactions from patents (1976-2016). The task is: Predict the reactants needed to synthesize the given product. Given the product [CH3:22][O:21][C:19]([C:18]1[CH:23]=[CH:24][C:15]([CH2:14][N:9]2[CH2:8][CH2:7][NH:12][C:10]2=[O:11])=[CH:16][CH:17]=1)=[O:20], predict the reactants needed to synthesize it. The reactants are: C(=O)([O-])[O-].[K+].[K+].[CH2:7]1[NH:12][C:10](=[O:11])[NH:9][CH2:8]1.Br[CH2:14][C:15]1[CH:24]=[CH:23][C:18]([C:19]([O:21][CH3:22])=[O:20])=[CH:17][CH:16]=1.C(OC(C)C)(C)C.